From a dataset of Forward reaction prediction with 1.9M reactions from USPTO patents (1976-2016). Predict the product of the given reaction. Given the reactants C(O)(C(F)(F)F)=O.[C:8]([C:10]1[CH:15]=[CH:14][C:13]([C:16]2[CH:17]=[N:18][N:19]([C:22]3[CH:30]=[CH:29][C:25]([C:26](O)=[O:27])=[CH:24][N:23]=3)[C:20]=2[OH:21])=[C:12]([CH3:31])[CH:11]=1)#[N:9].[CH3:32][N:33]1[CH2:37][CH2:36][CH2:35][CH:34]1[CH2:38][CH2:39][NH2:40], predict the reaction product. The product is: [C:8]([C:10]1[CH:15]=[CH:14][C:13]([C:16]2[CH:17]=[N:18][N:19]([C:22]3[CH:30]=[CH:29][C:25]([C:26]([NH:40][CH2:39][CH2:38][CH:34]4[CH2:35][CH2:36][CH2:37][N:33]4[CH3:32])=[O:27])=[CH:24][N:23]=3)[C:20]=2[OH:21])=[C:12]([CH3:31])[CH:11]=1)#[N:9].